Dataset: Catalyst prediction with 721,799 reactions and 888 catalyst types from USPTO. Task: Predict which catalyst facilitates the given reaction. (1) Product: [Cl:1][C:2]1[CH:3]=[C:4]([CH2:10][CH2:11][C:12]2[CH:17]=[CH:16][C:15]([NH:18][C:19](=[O:21])[CH3:20])=[CH:14][CH:13]=2)[CH:5]=[N:6][C:7]=1[C:8]#[N:9]. The catalyst class is: 407. Reactant: [Cl:1][C:2]1[CH:3]=[C:4]([C:10]#[C:11][C:12]2[CH:17]=[CH:16][C:15]([NH:18][C:19](=[O:21])[CH3:20])=[CH:14][CH:13]=2)[CH:5]=[N:6][C:7]=1[C:8]#[N:9].[H][H]. (2) Reactant: Cl.Cl.[CH3:3][NH:4][C:5]1[CH:9]=[C:8]([C:10]2[CH:11]=[N:12][NH:13][CH:14]=2)[S:7][C:6]=1[C:15]([NH2:17])=[O:16].C([O-])(O)=O.[Na+].[C:23]1(=O)[CH2:28][CH2:27][CH2:26][CH2:25][CH2:24]1.CC1C=CC(S(O)(=O)=O)=CC=1.[O-]S([O-])(=O)=O.[Mg+2]. Product: [CH3:3][N:4]1[C:5]2[CH:9]=[C:8]([C:10]3[CH:14]=[N:13][NH:12][CH:11]=3)[S:7][C:6]=2[C:15](=[O:16])[NH:17][C:23]21[CH2:28][CH2:27][CH2:26][CH2:25][CH2:24]2. The catalyst class is: 31. (3) Product: [CH3:1][C:2]1[N:6]2[N:7]=[C:8]([N:14]([CH3:23])[C@H:15]([C:17]3[CH:22]=[CH:21][CH:20]=[CH:19][CH:18]=3)[CH3:16])[CH:9]=[C:10]([C:11]([NH2:30])=[O:12])[C:5]2=[N:4][N:3]=1. Reactant: [CH3:1][C:2]1[N:6]2[N:7]=[C:8]([N:14]([CH3:23])[C@H:15]([C:17]3[CH:22]=[CH:21][CH:20]=[CH:19][CH:18]=3)[CH3:16])[CH:9]=[C:10]([C:11](O)=[O:12])[C:5]2=[N:4][N:3]=1.C(Cl)(=O)C(Cl)=O.[NH3:30].C1COCC1. The catalyst class is: 1. (4) Reactant: C(=O)([O-])[O-].[Na+].[Na+].[N:7]1[CH:12]=[CH:11][CH:10]=[C:9](B(O)O)[CH:8]=1.C(O)C.Cl[C:20]1[N:21]=[C:22]([N:30]2[C:38]3[C:33](=[CH:34][CH:35]=[C:36]([O:39][CH2:40][C:41]([N:43]([CH3:45])[CH3:44])=[O:42])[CH:37]=3)[CH2:32][CH2:31]2)[C:23]2[CH2:28][S:27](=[O:29])[CH2:26][C:24]=2[N:25]=1. Product: [CH3:44][N:43]([CH3:45])[C:41](=[O:42])[CH2:40][O:39][C:36]1[CH:37]=[C:38]2[C:33]([CH2:32][CH2:31][N:30]2[C:22]2[C:23]3[CH2:28][S:27](=[O:29])[CH2:26][C:24]=3[N:25]=[C:20]([C:9]3[CH:8]=[N:7][CH:12]=[CH:11][CH:10]=3)[N:21]=2)=[CH:34][CH:35]=1. The catalyst class is: 104. (5) Reactant: C([Si](C)(C)[O:6][C@H:7]1[C@H:11]2[O:12][CH2:13][C@@H:14]([O:15][C:16]3[N:17](COCC[Si](C)(C)C)[C:18]4[C:19]([N:39]=3)=[N:20][C:21]([C:25]3[CH:30]=[CH:29][C:28]([C:31]#[C:32][CH:33]5[CH2:38][CH2:37][NH:36][CH2:35][CH2:34]5)=[CH:27][CH:26]=3)=[C:22]([Cl:24])[CH:23]=4)[C@H:10]2[O:9][CH2:8]1)(C)(C)C.CCN(C(C)C)C(C)C.[CH:59]1([S:62](Cl)(=[O:64])=[O:63])[CH2:61][CH2:60]1.CCOC(C)=O. Product: [Cl:24][C:22]1[CH:23]=[C:18]2[NH:17][C:16]([O:15][C@H:14]3[C@H:10]4[O:9][CH2:8][C@@H:7]([OH:6])[C@H:11]4[O:12][CH2:13]3)=[N:39][C:19]2=[N:20][C:21]=1[C:25]1[CH:26]=[CH:27][C:28]([C:31]#[C:32][CH:33]2[CH2:34][CH2:35][N:36]([S:62]([CH:59]3[CH2:61][CH2:60]3)(=[O:64])=[O:63])[CH2:37][CH2:38]2)=[CH:29][CH:30]=1. The catalyst class is: 4. (6) Reactant: Cl[CH2:2][C:3]1[CH:8]=[CH:7][CH:6]=[C:5]([O:9][CH3:10])[C:4]=1[CH2:11][C:12]1[CH:17]=[CH:16][CH:15]=[CH:14][CH:13]=1.C(N(CCCC)CCCC)CCC.[C:31]([O:35][CH2:36][CH3:37])(=[O:34])[CH:32]=[CH2:33]. Product: [CH3:10][O:9][C:5]1[C:4]([CH2:11][C:12]2[CH:17]=[CH:16][CH:15]=[CH:14][CH:13]=2)=[C:3]([CH2:2]/[CH:33]=[CH:32]/[C:31]([O:35][CH2:36][CH3:37])=[O:34])[CH:8]=[CH:7][CH:6]=1. The catalyst class is: 167.